From a dataset of TCR-epitope binding with 47,182 pairs between 192 epitopes and 23,139 TCRs. Binary Classification. Given a T-cell receptor sequence (or CDR3 region) and an epitope sequence, predict whether binding occurs between them. (1) The epitope is EPLPQGQLTAY. The TCR CDR3 sequence is CASSAYLNTEAFF. Result: 0 (the TCR does not bind to the epitope). (2) The epitope is GILGFVFTL. The TCR CDR3 sequence is CASSFTGYEQFF. Result: 0 (the TCR does not bind to the epitope). (3) The epitope is LEPLVDLPI. The TCR CDR3 sequence is CASSSREGPSQETQYF. Result: 1 (the TCR binds to the epitope).